From a dataset of Peptide-MHC class II binding affinity with 134,281 pairs from IEDB. Regression. Given a peptide amino acid sequence and an MHC pseudo amino acid sequence, predict their binding affinity value. This is MHC class II binding data. (1) The peptide sequence is PKQMLVGGVVLLGAMK. The MHC is DRB1_0801 with pseudo-sequence DRB1_0801. The binding affinity (normalized) is 0. (2) The peptide sequence is YLGLEVLTRARAALT. The MHC is DRB1_1602 with pseudo-sequence DRB1_1602. The binding affinity (normalized) is 0.345. (3) The peptide sequence is IQARAAALAFEQAYA. The MHC is DRB1_0405 with pseudo-sequence DRB1_0405. The binding affinity (normalized) is 0.283. (4) The peptide sequence is VRSGGHDYEGLSYRS. The MHC is DRB4_0101 with pseudo-sequence DRB4_0103. The binding affinity (normalized) is 0.150. (5) The peptide sequence is YDTYKCIPSLEAAVK. The MHC is HLA-DQA10501-DQB10201 with pseudo-sequence HLA-DQA10501-DQB10201. The binding affinity (normalized) is 0.254. (6) The peptide sequence is KFDALSGSQEVEFIG. The MHC is HLA-DQA10501-DQB10402 with pseudo-sequence HLA-DQA10501-DQB10402. The binding affinity (normalized) is 0.